Dataset: Catalyst prediction with 721,799 reactions and 888 catalyst types from USPTO. Task: Predict which catalyst facilitates the given reaction. (1) Reactant: [O:1]=[C:2]1[CH2:8][N:7]([C:9]([O:11][C:12]([CH3:15])([CH3:14])[CH3:13])=[O:10])[CH2:6][CH2:5][N:4]([C:16]([O:18][C:19]([CH3:22])([CH3:21])[CH3:20])=[O:17])[CH2:3]1.[CH3:23][Mg]Br.[Cl-].[NH4+]. Product: [OH:1][C:2]1([CH3:23])[CH2:8][N:7]([C:9]([O:11][C:12]([CH3:13])([CH3:14])[CH3:15])=[O:10])[CH2:6][CH2:5][N:4]([C:16]([O:18][C:19]([CH3:22])([CH3:21])[CH3:20])=[O:17])[CH2:3]1. The catalyst class is: 387. (2) Reactant: [C:1]([O:5][C:6](=[O:35])[N:7]([C@H:9]([C:11](=[O:34])[NH:12][C@@H:13]([CH:28]1[CH2:33][CH2:32][CH2:31][CH2:30][CH2:29]1)[C:14]([N:16]1[CH2:20][CH2:19][CH2:18][C@H:17]1[C:21]1[CH:22]=[N:23][CH:24]=[C:25](Br)[CH:26]=1)=[O:15])[CH3:10])[CH3:8])([CH3:4])([CH3:3])[CH3:2].[C:36]([O-:39])([O-])=[O:37].[Na+].[Na+].[C:42]1(C)[CH:47]=[CH:46][CH:45]=[CH:44][CH:43]=1.C(O)C. Product: [C:1]([O:5][C:6](=[O:35])[N:7]([C@H:9]([C:11](=[O:34])[NH:12][C@@H:13]([CH:28]1[CH2:33][CH2:32][CH2:31][CH2:30][CH2:29]1)[C:14]([N:16]1[CH2:20][CH2:19][CH2:18][C@H:17]1[C:21]1[CH:22]=[N:23][CH:24]=[C:25]([C:42]2[CH:47]=[CH:46][C:45]3[O:37][CH2:36][O:39][C:44]=3[CH:43]=2)[CH:26]=1)=[O:15])[CH3:10])[CH3:8])([CH3:4])([CH3:3])[CH3:2]. The catalyst class is: 25. (3) Reactant: C([O:3][C:4](=[O:27])[CH2:5][N:6]([C:21]([O:23][CH2:24][CH:25]=[CH2:26])=[O:22])[CH:7]([C:14]1[CH:19]=[CH:18][C:17]([Cl:20])=[CH:16][CH:15]=1)[C:8]1[CH:13]=[CH:12][CH:11]=[CH:10][CH:9]=1)C.O.CO.O.[OH-].[Li+]. Product: [CH2:24]([O:23][C:21]([N:6]([CH2:5][C:4]([OH:27])=[O:3])[CH:7]([C:14]1[CH:19]=[CH:18][C:17]([Cl:20])=[CH:16][CH:15]=1)[C:8]1[CH:13]=[CH:12][CH:11]=[CH:10][CH:9]=1)=[O:22])[CH:25]=[CH2:26]. The catalyst class is: 1. (4) Reactant: [Si]([O:18][CH2:19][C:20]1[C:24]([CH2:25][NH:26][S:27]([C:30]2[CH:35]=[CH:34][CH:33]=[CH:32][C:31]=2[N+:36]([O-:38])=[O:37])(=[O:29])=[O:28])=[N:23][N:22]([CH2:39][C@@H:40]2[C@H:43]([NH:44][C:45](=[O:54])[O:46][CH2:47][C:48]3[CH:53]=[CH:52][CH:51]=[CH:50][CH:49]=3)[C:42](=[O:55])[N:41]2[CH2:56][C:57]2[CH:62]=[CH:61][C:60]([O:63][CH3:64])=[CH:59][C:58]=2[O:65][CH3:66])[N:21]=1)(C(C)(C)C)(C1C=CC=CC=1)C1C=CC=CC=1.CCCC[N+](CCCC)(CCCC)CCCC.[F-]. Product: [CH3:66][O:65][C:58]1[CH:59]=[C:60]([O:63][CH3:64])[CH:61]=[CH:62][C:57]=1[CH2:56][N:41]1[C:42](=[O:55])[C@@H:43]([NH:44][C:45](=[O:54])[O:46][CH2:47][C:48]2[CH:49]=[CH:50][CH:51]=[CH:52][CH:53]=2)[C@H:40]1[CH2:39][N:22]1[N:21]=[C:20]([CH2:19][OH:18])[C:24]([CH2:25][NH:26][S:27]([C:30]2[CH:35]=[CH:34][CH:33]=[CH:32][C:31]=2[N+:36]([O-:38])=[O:37])(=[O:28])=[O:29])=[N:23]1. The catalyst class is: 49.